Dataset: Reaction yield outcomes from USPTO patents with 853,638 reactions. Task: Predict the reaction yield, written as a fraction of the theoretical maximum amount of product (1.0 means a 100% yield; for example, 0.34 means a 34% yield). The reactants are Cl[C:2]1[CH:7]=[C:6]([NH:8][CH:9]2[CH2:11][CH2:10]2)[N:5]2[N:12]=[CH:13][CH:14]=[C:4]2[N:3]=1.[NH2:15][C:16]1[CH:21]=[CH:20][C:19]([OH:22])=[C:18]([Cl:23])[CH:17]=1.Cl. The catalyst is CCO. The product is [Cl:23][C:18]1[CH:17]=[C:16]([NH:15][C:2]2[CH:7]=[C:6]([NH:8][CH:9]3[CH2:11][CH2:10]3)[N:5]3[N:12]=[CH:13][CH:14]=[C:4]3[N:3]=2)[CH:21]=[CH:20][C:19]=1[OH:22]. The yield is 0.770.